From a dataset of Catalyst prediction with 721,799 reactions and 888 catalyst types from USPTO. Predict which catalyst facilitates the given reaction. (1) Reactant: [CH3:1][N:2]1[CH:6]=[C:5]([NH2:7])[CH:4]=[N:3]1.Cl[C:9]1[N:14]=[C:13]2[NH:15][N:16]=[CH:17][C:12]2=[CH:11][N:10]=1.Cl. Product: [CH3:1][N:2]1[CH:6]=[C:5]([NH:7][C:9]2[N:14]=[C:13]3[NH:15][N:16]=[CH:17][C:12]3=[CH:11][N:10]=2)[CH:4]=[N:3]1. The catalyst class is: 32. (2) Reactant: [Br:1][C:2]1[CH:7]=[CH:6][C:5](I)=[CH:4][CH:3]=1.[O:9]=[C:10]1[NH:15][CH2:14][CH2:13][N:12]([C:16]([O:18][C:19]([CH3:22])([CH3:21])[CH3:20])=[O:17])[CH2:11]1.CNCCNC.[O-]P([O-])([O-])=O.[K+].[K+].[K+]. Product: [Br:1][C:2]1[CH:7]=[CH:6][C:5]([N:15]2[CH2:14][CH2:13][N:12]([C:16]([O:18][C:19]([CH3:21])([CH3:20])[CH3:22])=[O:17])[CH2:11][C:10]2=[O:9])=[CH:4][CH:3]=1. The catalyst class is: 122. (3) Reactant: [O:1]=[C:2]1[NH:11][C:10]2[C:5](=[CH:6][CH:7]=[CH:8][CH:9]=2)[NH:4][C@@H:3]1[CH2:12][C:13]([O:15][CH3:16])=[O:14].[Cl:17][C:18]1[CH:19]=[C:20]([S:25](Cl)(=[O:27])=[O:26])[CH:21]=[CH:22][C:23]=1[Cl:24]. Product: [Cl:17][C:18]1[CH:19]=[C:20]([S:25]([N:4]2[C:5]3[C:10](=[CH:9][CH:8]=[CH:7][CH:6]=3)[NH:11][C:2](=[O:1])[C@H:3]2[CH2:12][C:13]([O:15][CH3:16])=[O:14])(=[O:26])=[O:27])[CH:21]=[CH:22][C:23]=1[Cl:24]. The catalyst class is: 17. (4) Reactant: [NH2:1][CH2:2][CH:3]([OH:32])[CH2:4][NH:5][C:6](=[O:31])[C:7]1[CH:12]=[CH:11][C:10]([C:13]2[CH2:17][C:16]([C:22]3[CH:27]=[C:26]([Cl:28])[CH:25]=[C:24]([Cl:29])[CH:23]=3)([C:18]([F:21])([F:20])[F:19])[O:15][N:14]=2)=[CH:9][C:8]=1[CH3:30].N1C=CC=CC=1.[S:39](Cl)(Cl)=[O:40].Cl. Product: [Cl:28][C:26]1[CH:27]=[C:22]([C:16]2([C:18]([F:20])([F:21])[F:19])[O:15][N:14]=[C:13]([C:10]3[CH:11]=[CH:12][C:7]([C:6]([NH:5][CH2:4][CH:3]4[O:32][S:39](=[O:40])[NH:1][CH2:2]4)=[O:31])=[C:8]([CH3:30])[CH:9]=3)[CH2:17]2)[CH:23]=[C:24]([Cl:29])[CH:25]=1. The catalyst class is: 4. (5) Reactant: [C:1]([NH:4][C:5]1[CH:6]=[C:7]([C:11]2[C:16]3[N:17]([C:20]4[CH:25]=[CH:24][CH:23]=[CH:22][CH:21]=4)[CH:18]=[N:19][C:15]=3[CH:14]=[C:13]([C:26]([F:29])([F:28])[F:27])[CH:12]=2)[CH:8]=[CH:9][CH:10]=1)(=[O:3])[CH3:2].[H-].[Na+].I[CH3:33]. Product: [CH3:33][N:4]([C:5]1[CH:6]=[C:7]([C:11]2[C:16]3[N:17]([C:20]4[CH:25]=[CH:24][CH:23]=[CH:22][CH:21]=4)[CH:18]=[N:19][C:15]=3[CH:14]=[C:13]([C:26]([F:29])([F:28])[F:27])[CH:12]=2)[CH:8]=[CH:9][CH:10]=1)[C:1](=[O:3])[CH3:2]. The catalyst class is: 7. (6) The catalyst class is: 16. Product: [C:1]([O:5][C:6]([N:8]1[C:17]2[C:12](=[CH:13][C:14]([C:18]3[CH:23]=[CH:22][CH:21]=[CH:20][C:19]=3[O:24][CH3:25])=[CH:15][CH:16]=2)[C:11]([CH:26]([O:28][CH2:41]/[CH:42]=[CH:43]/[CH3:44])[CH3:27])=[CH:10][C:9]1([CH3:29])[CH3:30])=[O:7])([CH3:4])([CH3:3])[CH3:2]. Reactant: [C:1]([O:5][C:6]([N:8]1[C:17]2[C:12](=[CH:13][C:14]([C:18]3[CH:23]=[CH:22][CH:21]=[CH:20][C:19]=3[O:24][CH3:25])=[CH:15][CH:16]=2)[C:11]([CH:26]([OH:28])[CH3:27])=[CH:10][C:9]1([CH3:30])[CH3:29])=[O:7])([CH3:4])([CH3:3])[CH3:2].C[Si]([N-][Si](C)(C)C)(C)C.[Na+].[CH2:41](Br)[CH:42]=[CH:43][CH3:44].O. (7) Reactant: [Br:1][C:2]1[CH:19]=[C:18]([N+:20]([O-:22])=[O:21])[CH:17]=[C:16]([Br:23])[C:3]=1[O:4][C:5]1[CH:6]=[C:7]2[C:12](=[CH:13][CH:14]=1)[N:11]=[C:10]([CH3:15])[CH:9]=[CH:8]2.C(OOC(=O)C1C=CC=CC=1)(=O)C1C=CC=CC=1.[Br:42]N1C(=O)CCC1=O. Product: [Br:42][CH2:15][C:10]1[CH:9]=[CH:8][C:7]2[C:12](=[CH:13][CH:14]=[C:5]([O:4][C:3]3[C:16]([Br:23])=[CH:17][C:18]([N+:20]([O-:22])=[O:21])=[CH:19][C:2]=3[Br:1])[CH:6]=2)[N:11]=1. The catalyst class is: 53. (8) Reactant: [CH2:1]1[C:11]2=[C:12]3[C:7](=[CH:8][CH:9]=[CH:10]2)[CH2:6][CH2:5][CH2:4][N:3]3[CH2:2]1.[Br:13]N1C(=O)CCC1=O.S([O-])([O-])=O.[Na+].[Na+]. Product: [Br:13][C:9]1[CH:8]=[C:7]2[C:12]3=[C:11]([CH2:1][CH2:2][N:3]3[CH2:4][CH2:5][CH2:6]2)[CH:10]=1. The catalyst class is: 255. (9) Reactant: [O:1]1[CH2:6][CH:5]=[C:4]([C:7]2[N:30](S(C3C=CC=CC=3)(=O)=O)[C:10]3=[N:11][CH:12]=[CH:13][C:14]([C:15]4[CH:16]=[CH:17][C:18]([O:23][CH:24]5[CH2:29][CH2:28][O:27][CH2:26][CH2:25]5)=[C:19]([CH:22]=4)[C:20]#[N:21])=[C:9]3[CH:8]=2)[CH2:3][CH2:2]1.[OH-].[Na+].CCO. Product: [O:1]1[CH2:2][CH:3]=[C:4]([C:7]2[NH:30][C:10]3=[N:11][CH:12]=[CH:13][C:14]([C:15]4[CH:16]=[CH:17][C:18]([O:23][CH:24]5[CH2:29][CH2:28][O:27][CH2:26][CH2:25]5)=[C:19]([CH:22]=4)[C:20]#[N:21])=[C:9]3[CH:8]=2)[CH2:5][CH2:6]1. The catalyst class is: 6.